From a dataset of Catalyst prediction with 721,799 reactions and 888 catalyst types from USPTO. Predict which catalyst facilitates the given reaction. (1) Reactant: [CH2:1]([O:8][CH2:9][C:10]([F:14])([F:13])[CH2:11][OH:12])[C:2]1[CH:7]=[CH:6][CH:5]=[CH:4][CH:3]=1.[CH3:15][S:16](Cl)(=[O:18])=[O:17].CCN(CC)CC. Product: [CH2:1]([O:8][CH2:9][C:10]([F:13])([F:14])[CH2:11][O:12][S:16]([CH3:15])(=[O:18])=[O:17])[C:2]1[CH:7]=[CH:6][CH:5]=[CH:4][CH:3]=1. The catalyst class is: 2. (2) Product: [F:1][C:2]1[CH:7]=[C:6]([I:8])[CH:5]=[CH:4][C:3]=1[NH:9][C:10]1[S:18][C:13]2=[N:14][CH:15]=[CH:16][CH:17]=[C:12]2[C:11]=1[C:19]([NH2:24])=[O:21]. The catalyst class is: 8. Reactant: [F:1][C:2]1[CH:7]=[C:6]([I:8])[CH:5]=[CH:4][C:3]=1[NH:9][C:10]1[S:18][C:13]2=[N:14][CH:15]=[CH:16][CH:17]=[C:12]2[C:11]=1[C:19]([O:21]CC)=O.[NH3:24].C(Cl)Cl. (3) Reactant: B.O1CCCC1.[C:7]([O:11][C:12]([N:14]1[CH2:22][CH2:21][CH:17]([C:18](O)=[O:19])[CH2:16][CH2:15]1)=[O:13])([CH3:10])([CH3:9])[CH3:8].O.C([O-])([O-])=O.[K+].[K+]. Product: [C:7]([O:11][C:12]([N:14]1[CH2:22][CH2:21][CH:17]([CH2:18][OH:19])[CH2:16][CH2:15]1)=[O:13])([CH3:10])([CH3:9])[CH3:8]. The catalyst class is: 7. (4) Reactant: [C:1]([N:8]1[CH2:13][CH2:12][C:11](=O)[CH2:10][CH2:9]1)([O:3][C:4]([CH3:7])([CH3:6])[CH3:5])=[O:2].[NH2:15][C:16]1[CH:21]=[CH:20][CH:19]=[CH:18][CH:17]=1.C(O)(=O)C.C(O[BH-](OC(=O)C)OC(=O)C)(=O)C.[Na+]. Product: [C:16]1([NH:15][CH:11]2[CH2:12][CH2:13][N:8]([C:1]([O:3][C:4]([CH3:7])([CH3:6])[CH3:5])=[O:2])[CH2:9][CH2:10]2)[CH:21]=[CH:20][CH:19]=[CH:18][CH:17]=1. The catalyst class is: 701. (5) Reactant: [CH3:1][C:2]1[N:3]=[CH:4][C:5]2[C:10]([C:11]=1[CH:12]=[O:13])=[CH:9][CH:8]=[CH:7][CH:6]=2.CCO.[BH4-].[Na+].Cl. Product: [CH3:1][C:2]1[N:3]=[CH:4][C:5]2[C:10]([C:11]=1[CH2:12][OH:13])=[CH:9][CH:8]=[CH:7][CH:6]=2. The catalyst class is: 6. (6) The catalyst class is: 27. Reactant: C([O:5][C:6](=[O:31])[C:7]([CH3:30])([S:9][C:10]1[S:11][CH:12]=[C:13]([CH2:15][CH2:16][NH:17][CH2:18][C:19]2[CH:20]=[N:21][N:22]([C:24]3[CH:29]=[CH:28][CH:27]=[CH:26][CH:25]=3)[CH:23]=2)[N:14]=1)[CH3:8])(C)(C)C.[ClH:32].C(O[CH2:37][CH3:38])(=O)C. Product: [ClH:32].[CH3:8][C:7]([S:9][C:10]1[S:11][CH:12]=[C:13]([CH2:15][CH2:16][N:17]([C:20]2[NH:21][N:22]=[C:37]([CH3:38])[CH:19]=2)[CH2:18][C:19]2[CH:20]=[N:21][N:22]([C:24]3[CH:25]=[CH:26][CH:27]=[CH:28][CH:29]=3)[CH:23]=2)[N:14]=1)([CH3:30])[C:6]([OH:5])=[O:31]. (7) Reactant: [CH:1]1([CH2:4][S:5]([CH2:8][CH:9]([NH:29][C:30]([N:32]2[CH2:37][CH2:36][O:35][CH2:34][CH2:33]2)=[O:31])[C:10](=[O:28])[NH:11][CH:12]([CH:15]([OH:27])[C:16]2[N:20]=[C:19]([C:21]3[CH:26]=[CH:25][CH:24]=[CH:23][CH:22]=3)[O:18][N:17]=2)[CH2:13][CH3:14])(=[O:7])=[O:6])[CH2:3][CH2:2]1.CC(OI1(OC(C)=O)(OC(C)=O)OC(=O)C2C=CC=CC1=2)=O. Product: [CH:1]1([CH2:4][S:5]([CH2:8][CH:9]([NH:29][C:30]([N:32]2[CH2:37][CH2:36][O:35][CH2:34][CH2:33]2)=[O:31])[C:10](=[O:28])[NH:11][CH:12]([C:15]([C:16]2[N:20]=[C:19]([C:21]3[CH:22]=[CH:23][CH:24]=[CH:25][CH:26]=3)[O:18][N:17]=2)=[O:27])[CH2:13][CH3:14])(=[O:6])=[O:7])[CH2:3][CH2:2]1. The catalyst class is: 2. (8) Reactant: [CH3:1][C:2]([O:5][C:6](=[O:28])[NH:7][CH2:8][CH2:9][CH2:10][C@@H:11]([O:17][C:18]1[CH:23]=[C:22]([Cl:24])[C:21]([F:25])=[CH:20][C:19]=1[C:26]#[N:27])[C:12]1[CH:16]=[CH:15][O:14][CH:13]=1)([CH3:4])[CH3:3].[H-].[Na+].[CH3:31]I.[Cl-].[NH4+]. Product: [CH3:4][C:2]([O:5][C:6](=[O:28])[N:7]([CH2:8][CH2:9][CH2:10][C@@H:11]([O:17][C:18]1[CH:23]=[C:22]([Cl:24])[C:21]([F:25])=[CH:20][C:19]=1[C:26]#[N:27])[C:12]1[CH:16]=[CH:15][O:14][CH:13]=1)[CH3:31])([CH3:1])[CH3:3]. The catalyst class is: 7. (9) Reactant: [Cl:1][C:2]1[CH:7]=[CH:6][C:5]([C:8]([C:28]2[CH:29]=[C:30]3[C:35](=[CH:36][CH:37]=2)[N:34]([CH3:38])[C:33](=[O:39])[CH:32]=[C:31]3[C:40]2[CH:45]=[CH:44][CH:43]=[CH:42][CH:41]=2)([OH:27])[C:9]2[N:10]=[C:11]([Si](CC)(CC)CC)[N:12]([S:14]([N:17]([CH3:19])[CH3:18])(=[O:16])=[O:15])[CH:13]=2)=[CH:4][CH:3]=1.[NH4+].[OH-]. Product: [Cl:1][C:2]1[CH:7]=[CH:6][C:5]([C:8]([C:28]2[CH:29]=[C:30]3[C:35](=[CH:36][CH:37]=2)[N:34]([CH3:38])[C:33](=[O:39])[CH:32]=[C:31]3[C:40]2[CH:41]=[CH:42][CH:43]=[CH:44][CH:45]=2)([OH:27])[C:9]2[N:10]=[CH:11][N:12]([S:14]([N:17]([CH3:18])[CH3:19])(=[O:15])=[O:16])[CH:13]=2)=[CH:4][CH:3]=1. The catalyst class is: 445.